From a dataset of Forward reaction prediction with 1.9M reactions from USPTO patents (1976-2016). Predict the product of the given reaction. Given the reactants [Br:1][C:2]1[CH:3]=[C:4]2[C:9](=[CH:10][CH:11]=1)[C:8](=[O:12])[N:7]([CH2:13][C:14]([CH3:18])([CH3:17])[CH2:15]Cl)[CH:6]=[C:5]2[CH:19]=[O:20].C([O-])(=[O:23])C.[Na+], predict the reaction product. The product is: [Br:1][C:2]1[CH:3]=[C:4]2[C:9](=[CH:10][CH:11]=1)[C:8](=[O:12])[N:7]([CH2:13][C:14]([CH3:18])([CH3:17])[CH2:15][OH:23])[CH:6]=[C:5]2[CH:19]=[O:20].